Dataset: Full USPTO retrosynthesis dataset with 1.9M reactions from patents (1976-2016). Task: Predict the reactants needed to synthesize the given product. (1) Given the product [CH3:34][O:33][N:32]([CH3:27])[C:21]([C:12]1[S:11][C:10]([C:9]2[C:2]([CH3:1])=[N:3][N:4]3[CH:8]=[CH:7][S:6][C:5]=23)=[N:14][C:13]=1[C:15]1[CH:20]=[CH:19][CH:18]=[CH:17][CH:16]=1)=[O:22], predict the reactants needed to synthesize it. The reactants are: [CH3:1][C:2]1[C:9]([C:10]2[S:11][C:12]([C:21](O)=[O:22])=[C:13]([C:15]3[CH:20]=[CH:19][CH:18]=[CH:17][CH:16]=3)[N:14]=2)=[C:5]2[S:6][CH:7]=[CH:8][N:4]2[N:3]=1.C1C=C[C:27]2[N:32]([OH:33])N=NC=2C=1.[CH3:34]CN=C=NCCCN(C)C. (2) The reactants are: [CH3:1][NH:2][C:3]1[CH:8]=[C:7]([CH3:9])[C:6]([CH3:10])=[CH:5][C:4]=1[N+:11]([O-])=O.Cl. Given the product [CH3:1][NH:2][C:3]1[C:4]([NH2:11])=[CH:5][C:6]([CH3:10])=[C:7]([CH3:9])[CH:8]=1, predict the reactants needed to synthesize it. (3) The reactants are: [ClH:1].Cl.[CH2:3]1[N:8]([CH2:9][CH2:10][CH2:11][C:12]([NH:14][C:15]2[CH:20]=[C:19]([O:21][CH3:22])[C:18]([O:23][CH3:24])=[C:17]([O:25][CH3:26])[CH:16]=2)=[O:13])[CH2:7][CH2:6][N:5]2[CH2:27][CH2:28][CH2:29][CH2:30][CH:4]12.[CH3:31]C(C)([O-])C.[K+].CI. Given the product [ClH:1].[ClH:1].[CH3:31][N:14]([C:15]1[CH:20]=[C:19]([O:21][CH3:22])[C:18]([O:23][CH3:24])=[C:17]([O:25][CH3:26])[CH:16]=1)[C:12](=[O:13])[CH2:11][CH2:10][CH2:9][N:8]1[CH2:7][CH2:6][N:5]2[CH2:27][CH2:28][CH2:29][CH2:30][CH:4]2[CH2:3]1, predict the reactants needed to synthesize it.